This data is from Full USPTO retrosynthesis dataset with 1.9M reactions from patents (1976-2016). The task is: Predict the reactants needed to synthesize the given product. (1) Given the product [Br:25][C:10]1[N:11]([C:35]([O:41][C:42]([CH3:45])([CH3:44])[CH3:43])=[O:36])[C:6]2[C:7](=[N:8][C:3]([O:2][CH3:1])=[CH:4][CH:5]=2)[C:9]=1[CH2:12][C:13]([O:15][CH2:16][CH3:17])=[O:14], predict the reactants needed to synthesize it. The reactants are: [CH3:1][O:2][C:3]1[N:8]=[C:7]2[C:9]([CH2:12][C:13]([O:15][CH2:16][CH3:17])=[O:14])=[CH:10][NH:11][C:6]2=[CH:5][CH:4]=1.C1C(=O)N([Br:25])C(=O)C1.C(N(CC)C(C)C)(C)C.[C:35](=O)([O:41][C:42]([CH3:45])([CH3:44])[CH3:43])[O:36]C(C)(C)C. (2) Given the product [F:38][C:37]([F:40])([F:39])[CH2:36][NH:1][C@H:2]1[CH2:6][CH2:5][N:4]([C:7]2[C:15]3[C:14]4[CH:16]=[C:17]([C:20]#[N:21])[N:18]=[CH:19][C:13]=4[N:12]([CH2:22][O:23][CH2:24][CH2:25][Si:26]([CH3:29])([CH3:28])[CH3:27])[C:11]=3[N:10]=[CH:9][CH:8]=2)[CH2:3]1, predict the reactants needed to synthesize it. The reactants are: [NH2:1][C@H:2]1[CH2:6][CH2:5][N:4]([C:7]2[C:15]3[C:14]4[CH:16]=[C:17]([C:20]#[N:21])[N:18]=[CH:19][C:13]=4[N:12]([CH2:22][O:23][CH2:24][CH2:25][Si:26]([CH3:29])([CH3:28])[CH3:27])[C:11]=3[N:10]=[CH:9][CH:8]=2)[CH2:3]1.FC(F)(F)S(O[CH2:36][C:37]([F:40])([F:39])[F:38])(=O)=O.C(N(CC)C(C)C)(C)C. (3) The reactants are: [F:1][C:2]1[CH:3]=[C:4]([N:15]2[CH2:19][C@H:18]([CH2:20][NH:21][C:22](=[O:24])[CH3:23])[O:17][C:16]2=[O:25])[CH:5]=[CH:6][C:7]=1[NH:8][CH:9]1[CH2:14][CH2:13][NH:12][CH2:11][CH2:10]1.Cl[C:27]1[N:36]=[C:35]2[C:30]([C:31](=[O:43])[C:32]([C:40]([OH:42])=[O:41])=[CH:33][N:34]2[CH:37]2[CH2:39][CH2:38]2)=[CH:29][C:28]=1[F:44].C[Si](C)(C)Cl.C(N(CC)CC)C. Given the product [C:22]([NH:21][CH2:20][C@@H:18]1[O:17][C:16](=[O:25])[N:15]([C:4]2[CH:5]=[CH:6][C:7]([NH:8][CH:9]3[CH2:14][CH2:13][N:12]([C:27]4[N:36]=[C:35]5[C:30]([C:31](=[O:43])[C:32]([C:40]([OH:42])=[O:41])=[CH:33][N:34]5[CH:37]5[CH2:39][CH2:38]5)=[CH:29][C:28]=4[F:44])[CH2:11][CH2:10]3)=[C:2]([F:1])[CH:3]=2)[CH2:19]1)(=[O:24])[CH3:23], predict the reactants needed to synthesize it. (4) Given the product [Cl:8][C:7]1[C:2]2[N:1]=[C:23]([CH3:24])[C:19]([CH2:18][C:17]3[CH:16]=[CH:15][C:14]([S:11]([CH3:10])(=[O:13])=[O:12])=[CH:27][CH:26]=3)=[C:20]([CH3:21])[C:3]=2[C:4]([OH:9])=[CH:5][CH:6]=1, predict the reactants needed to synthesize it. The reactants are: [NH2:1][C:2]1[CH:3]=[C:4]([OH:9])[CH:5]=[CH:6][C:7]=1[Cl:8].[CH3:10][S:11]([C:14]1[CH:27]=[CH:26][C:17]([CH2:18][CH:19]([C:23](=O)[CH3:24])[C:20](=O)[CH3:21])=[CH:16][CH:15]=1)(=[O:13])=[O:12].O.C1(C)C=CC(S(O)(=O)=O)=CC=1. (5) Given the product [CH3:13][S:14]([C:17]1[CH:18]=[C:19]([C:5]2[C:6]3[S:10][C:9]([CH3:11])=[N:8][C:7]=3[C:2]([NH:26][C:27]3[S:28][CH:29]=[C:30]([CH3:32])[N:31]=3)=[N:3][CH:4]=2)[CH:20]=[CH:21][CH:22]=1)(=[O:16])=[O:15], predict the reactants needed to synthesize it. The reactants are: Cl[C:2]1[C:7]2[N:8]=[C:9]([CH3:11])[S:10][C:6]=2[C:5](I)=[CH:4][N:3]=1.[CH3:13][S:14]([C:17]1[CH:18]=[C:19](B(O)O)[CH:20]=[CH:21][CH:22]=1)(=[O:16])=[O:15].[NH2:26][C:27]1[S:28][CH:29]=[C:30]([CH3:32])[N:31]=1. (6) Given the product [N:1]1([CH2:8][CH2:9][N:10]2[CH2:15][CH2:14][CH:13]([NH:16][C:17]([C:19]3[NH:20][C:21]4[C:26]([CH:27]=3)=[C:25]([C:35]3[CH:36]=[CH:37][C:30]5[C:31]([CH:34]=3)=[N:32][O:33][N:29]=5)[CH:24]=[CH:23][CH:22]=4)=[O:18])[CH2:12][CH2:11]2)[CH2:7][CH2:6][CH2:5][CH2:4][CH2:3][CH2:2]1, predict the reactants needed to synthesize it. The reactants are: [N:1]1([CH2:8][CH2:9][N:10]2[CH2:15][CH2:14][CH:13]([NH:16][C:17]([C:19]3[NH:20][C:21]4[C:26]([CH:27]=3)=[C:25](Br)[CH:24]=[CH:23][CH:22]=4)=[O:18])[CH2:12][CH2:11]2)[CH2:7][CH2:6][CH2:5][CH2:4][CH2:3][CH2:2]1.[N:29]1[O:33][N:32]=[C:31]2[CH:34]=[C:35](B(O)O)[CH:36]=[CH:37][C:30]=12.